From a dataset of Reaction yield outcomes from USPTO patents with 853,638 reactions. Predict the reaction yield, written as a fraction of the theoretical maximum amount of product (1.0 means a 100% yield; for example, 0.34 means a 34% yield). (1) The reactants are [O:1]([C:3]#[N:4])[K].[N:5]1([CH:10]([C:14]2[CH:19]=[CH:18][C:17]([NH2:20])=[CH:16][CH:15]=2)[CH:11]([CH3:13])[CH3:12])[CH:9]=[CH:8][N:7]=[CH:6]1.[OH-].[Na+]. The catalyst is O.C(O)(=O)C. The product is [N:5]1([CH:10]([C:14]2[CH:15]=[CH:16][C:17]([NH:20][C:3]([NH2:4])=[O:1])=[CH:18][CH:19]=2)[CH:11]([CH3:13])[CH3:12])[CH:9]=[CH:8][N:7]=[CH:6]1. The yield is 0.514. (2) The reactants are [N:1](OCCC(C)C)=[O:2].[C:9]1(=[O:19])[C:17]2[C:12](=[CH:13][CH:14]=[CH:15][CH:16]=2)[CH2:11][C:10]1=O.Cl. The catalyst is CO. The product is [C:9]1(=[O:19])[C:17]2[C:12](=[CH:13][CH:14]=[CH:15][CH:16]=2)[CH2:11][C:10]1=[N:1][OH:2]. The yield is 0.430. (3) The reactants are [N:1]1([C:7]2[N:12]=[C:11]([N:13]3[CH:18]4[CH2:19][CH2:20][CH:14]3[CH2:15][O:16][CH2:17]4)[N:10]=[C:9]([C:21]3[CH:27]=[CH:26][C:24]([NH2:25])=[CH:23][CH:22]=3)[N:8]=2)[CH2:6][CH2:5][O:4][CH2:3][CH2:2]1.CCN(CC)CC.ClC(Cl)(O[C:39](=[O:45])OC(Cl)(Cl)Cl)Cl.[NH2:47][C:48]1[CH:53]=[CH:52][N:51]=[CH:50][CH:49]=1. The yield is 0.240. The product is [N:1]1([C:7]2[N:12]=[C:11]([N:13]3[CH:14]4[CH2:20][CH2:19][CH:18]3[CH2:17][O:16][CH2:15]4)[N:10]=[C:9]([C:21]3[CH:27]=[CH:26][C:24]([NH:25][C:39]([NH:47][C:48]4[CH:53]=[CH:52][N:51]=[CH:50][CH:49]=4)=[O:45])=[CH:23][CH:22]=3)[N:8]=2)[CH2:2][CH2:3][O:4][CH2:5][CH2:6]1. The catalyst is C(Cl)(Cl)Cl. (4) The reactants are [CH3:1][O:2][C:3]([CH:5]1[CH2:10][CH:9]([OH:11])[CH2:8][CH:7]([C:12]([O:14][CH3:15])=[O:13])[CH2:6]1)=[O:4].C(N(CC)CC)C.CS(C)=O.C(Cl)Cl. No catalyst specified. The product is [CH3:15][O:14][C:12]([CH:7]1[CH2:8][C:9](=[O:11])[CH2:10][CH:5]([C:3]([O:2][CH3:1])=[O:4])[CH2:6]1)=[O:13]. The yield is 0.740. (5) The reactants are [Br:1][C:2]1[N:10]([CH2:11][C:12]2[CH:17]=[CH:16][C:15]([Cl:18])=[CH:14][CH:13]=2)[C:9]2[C:8](=[O:19])[NH:7][C:6](=[O:20])[N:5]([CH3:21])[C:4]=2[N:3]=1.Br[CH2:23][CH2:24][CH2:25][O:26][CH:27]1[CH2:32][CH2:31][CH2:30][CH2:29][O:28]1.C(=O)([O-])[O-].[K+].[K+]. The catalyst is CN(C=O)C. The product is [Br:1][C:2]1[N:10]([CH2:11][C:12]2[CH:13]=[CH:14][C:15]([Cl:18])=[CH:16][CH:17]=2)[C:9]2[C:8](=[O:19])[N:7]([CH2:23][CH2:24][CH2:25][O:26][CH:27]3[CH2:32][CH2:31][CH2:30][CH2:29][O:28]3)[C:6](=[O:20])[N:5]([CH3:21])[C:4]=2[N:3]=1. The yield is 0.722. (6) The reactants are [CH3:1][O:2][C:3](=[O:18])[CH2:4][CH:5]1[CH2:10][CH2:9][N:8]([C:11]([O:13][C:14]([CH3:17])([CH3:16])[CH3:15])=[O:12])[CH2:7][CH2:6]1.C1(C)C=CC=CC=1.[N+:26]([C:29]1[CH:36]=[CH:35][CH:34]=[CH:33][C:30]=1[CH2:31]Br)([O-:28])=[O:27]. The catalyst is O1CCCC1. The product is [CH3:1][O:2][C:3](=[O:18])[CH:4]([CH:5]1[CH2:6][CH2:7][N:8]([C:11]([O:13][C:14]([CH3:15])([CH3:17])[CH3:16])=[O:12])[CH2:9][CH2:10]1)[CH2:31][C:30]1[CH:33]=[CH:34][CH:35]=[CH:36][C:29]=1[N+:26]([O-:28])=[O:27]. The yield is 0.410. (7) The reactants are Cl[C:2]1[N:7]=[C:6]([NH:8][C:9]2[CH:20]=[CH:19][CH:18]=[CH:17][C:10]=2[C:11]([NH:13][CH:14]([CH3:16])[CH3:15])=[O:12])[C:5]([F:21])=[CH:4][N:3]=1.[NH2:22][C:23]1[CH:24]=[C:25]([N:29]2[CH2:34][C@@H:33]([CH3:35])[N:32](C(=O)C(F)(F)F)[CH2:31][C:30]2=[O:42])[CH:26]=[CH:27][CH:28]=1. The yield is 0.550. The product is [F:21][C:5]1[C:6]([NH:8][C:9]2[CH:20]=[CH:19][CH:18]=[CH:17][C:10]=2[C:11]([NH:13][CH:14]([CH3:16])[CH3:15])=[O:12])=[N:7][C:2]([NH:22][C:23]2[CH:28]=[CH:27][CH:26]=[C:25]([N:29]3[CH2:34][C@@H:33]([CH3:35])[NH:32][CH2:31][C:30]3=[O:42])[CH:24]=2)=[N:3][CH:4]=1. The catalyst is Cl. (8) The reactants are [Br:1][C:2]1[CH:6]=[CH:5][S:4][C:3]=1[C:7]([NH:9][C:10]1[CH:15]=[CH:14][C:13]([O:16][CH3:17])=[CH:12][C:11]=1[CH3:18])=[O:8].[C:19](O[C:19]([O:21][C:22]([CH3:25])([CH3:24])[CH3:23])=[O:20])([O:21][C:22]([CH3:25])([CH3:24])[CH3:23])=[O:20]. No catalyst specified. The product is [Br:1][C:2]1[CH:6]=[CH:5][S:4][C:3]=1[C:7]([N:9]([C:10]1[CH:15]=[CH:14][C:13]([O:16][CH3:17])=[CH:12][C:11]=1[CH3:18])[C:19](=[O:20])[O:21][C:22]([CH3:25])([CH3:24])[CH3:23])=[O:8]. The yield is 0.960. (9) The product is [C:21]([O:25][C:26]([N:28]1[CH2:33][C@H:32]2[CH2:34][C@@H:29]1[CH2:30][N:31]2[C:35]([C:37]1[CH:38]=[N:39][C:40]([NH:43][C:10]2[N:11]=[CH:12][C:7]3[CH:6]=[C:5]([C:3](=[O:4])[N:2]([CH3:20])[CH3:1])[N:14]([CH:15]4[CH2:19][CH2:18][CH2:17][CH2:16]4)[C:8]=3[N:9]=2)=[CH:41][CH:42]=1)=[O:36])=[O:27])([CH3:24])([CH3:22])[CH3:23]. The reactants are [CH3:1][N:2]([CH3:20])[C:3]([C:5]1[N:14]([CH:15]2[CH2:19][CH2:18][CH2:17][CH2:16]2)[C:8]2[N:9]=[C:10](Cl)[N:11]=[CH:12][C:7]=2[CH:6]=1)=[O:4].[C:21]([O:25][C:26]([N:28]1[CH2:33][C@H:32]2[CH2:34][C@@H:29]1[CH2:30][N:31]2[C:35]([C:37]1[CH:38]=[N:39][C:40]([NH2:43])=[CH:41][CH:42]=1)=[O:36])=[O:27])([CH3:24])([CH3:23])[CH3:22]. No catalyst specified. The yield is 0.250. (10) The catalyst is C(Cl)Cl.CN(C=O)C. The product is [O:1]=[C:2]1[N:7]([CH2:8][C:9]([NH:30][CH2:29][CH2:28][C:22]2[CH:27]=[CH:26][CH:25]=[CH:24][CH:23]=2)=[O:11])[N:6]=[N:5][C:4]2[CH:12]=[CH:13][CH:14]=[CH:15][C:3]1=2. The yield is 0.300. The reactants are [O:1]=[C:2]1[N:7]([CH2:8][C:9]([OH:11])=O)[N:6]=[N:5][C:4]2[CH:12]=[CH:13][CH:14]=[CH:15][C:3]1=2.C(Cl)(=O)C(Cl)=O.[C:22]1([CH2:28][CH2:29][NH2:30])[CH:27]=[CH:26][CH:25]=[CH:24][CH:23]=1.C(N(CC)CC)C.